This data is from Catalyst prediction with 721,799 reactions and 888 catalyst types from USPTO. The task is: Predict which catalyst facilitates the given reaction. Reactant: O[CH:2]([CH2:25][CH2:26][CH2:27][CH3:28])[CH2:3][CH2:4][CH2:5][CH2:6][CH2:7][CH2:8][CH2:9][CH2:10][CH2:11][CH2:12][CH2:13][CH:14]([C:20]([O:22][CH2:23][CH3:24])=[O:21])[C:15]([O:17][CH2:18][CH3:19])=[O:16].CS(Cl)(=O)=O.[NH:34]1[CH:38]=[CH:37][N:36]=[CH:35]1. Product: [N:34]1([CH:2]([CH2:25][CH2:26][CH2:27][CH3:28])[CH2:3][CH2:4][CH2:5][CH2:6][CH2:7][CH2:8][CH2:9][CH2:10][CH2:11][CH2:12][CH2:13][CH:14]([C:20]([O:22][CH2:23][CH3:24])=[O:21])[C:15]([O:17][CH2:18][CH3:19])=[O:16])[CH:38]=[CH:37][N:36]=[CH:35]1. The catalyst class is: 79.